Dataset: Forward reaction prediction with 1.9M reactions from USPTO patents (1976-2016). Task: Predict the product of the given reaction. (1) The product is: [CH3:1][CH:2]([CH2:7][C:8]([CH3:11])([CH3:10])[CH3:9])[CH2:3][C:4]([NH:22][CH2:21][CH:20]([CH2:12][CH2:13][CH2:14][CH2:15][CH2:16][CH2:17][CH2:18][CH3:19])[CH2:23][CH2:24][CH2:25][CH2:26][CH2:27][CH2:28][CH2:29][CH2:30][CH2:31][CH3:32])=[O:6]. Given the reactants [CH3:1][CH:2]([CH2:7][C:8]([CH3:11])([CH3:10])[CH3:9])[CH2:3][C:4]([OH:6])=O.[CH2:12]([CH:20]([CH2:23][CH2:24][CH2:25][CH2:26][CH2:27][CH2:28][CH2:29][CH2:30][CH2:31][CH3:32])[CH2:21][NH2:22])[CH2:13][CH2:14][CH2:15][CH2:16][CH2:17][CH2:18][CH3:19], predict the reaction product. (2) Given the reactants [CH3:1][O:2][C:3]1[N:4]=[CH:5][N:6]([CH3:11])[C:7]=1[C:8]([NH2:10])=O.[H-].[Al+3].[Li+].[H-].[H-].[H-].Cl.[OH-].[K+], predict the reaction product. The product is: [CH3:1][O:2][C:3]1[N:4]=[CH:5][N:6]([CH3:11])[C:7]=1[CH2:8][NH2:10].